The task is: Predict the reactants needed to synthesize the given product.. This data is from Full USPTO retrosynthesis dataset with 1.9M reactions from patents (1976-2016). Given the product [CH3:18][O:19][C:20]1[CH:21]=[C:22]([NH:28][C:29](=[O:30])[O:17][C:13]2[CH:12]=[C:11]3[C:16](=[CH:15][CH:14]=2)[N:8]([CH2:1][C:2]2[CH:3]=[CH:4][CH:5]=[CH:6][CH:7]=2)[CH2:9][CH2:10]3)[CH:23]=[CH:24][C:25]=1[O:26][CH3:27], predict the reactants needed to synthesize it. The reactants are: [CH2:1]([N:8]1[C:16]2[C:11](=[CH:12][C:13]([OH:17])=[CH:14][CH:15]=2)[CH2:10][CH2:9]1)[C:2]1[CH:7]=[CH:6][CH:5]=[CH:4][CH:3]=1.[CH3:18][O:19][C:20]1[CH:21]=[C:22]([N:28]=[C:29]=[O:30])[CH:23]=[CH:24][C:25]=1[O:26][CH3:27].